From a dataset of Catalyst prediction with 721,799 reactions and 888 catalyst types from USPTO. Predict which catalyst facilitates the given reaction. (1) Reactant: [F:1][C:2]1[CH:7]=[C:6]([F:8])[CH:5]=[CH:4][C:3]=1[N:9]1[C:17](=[O:18])[C:16]2[C@H:15]3[C:19]([CH3:21])([CH3:20])[C@:12]([CH3:22])([CH2:13][CH2:14]3)[C:11]=2[NH:10]1.[CH2:23](I)[CH:24]=[CH2:25]. Product: [CH2:25]([N:10]1[C:11]2[C@:12]3([CH3:22])[C:19]([CH3:21])([CH3:20])[C@@H:15]([CH2:14][CH2:13]3)[C:16]=2[C:17](=[O:18])[N:9]1[C:3]1[CH:4]=[CH:5][C:6]([F:8])=[CH:7][C:2]=1[F:1])[CH:24]=[CH2:23]. The catalyst class is: 711. (2) Reactant: [Cl:1][C:2]1[C:3]([CH3:15])=[C:4]([I:14])[C:5]([O:11][CH2:12][CH3:13])=[C:6]([C:8](=[O:10])[CH3:9])[CH:7]=1. Product: [Cl:1][C:2]1[C:3]([CH3:15])=[C:4]([I:14])[C:5]([O:11][CH2:12][CH3:13])=[C:6]([CH:8]([OH:10])[CH3:9])[CH:7]=1. The catalyst class is: 8. (3) Reactant: [Cl:1][C:2]1[CH:7]=[CH:6][C:5]([C:8](=O)[CH2:9][C:10](=O)[C:11]([F:14])([F:13])[F:12])=[CH:4][C:3]=1[CH3:17].[NH2:18][C:19]1[CH:23]=[CH:22][NH:21][N:20]=1. Product: [Cl:1][C:2]1[CH:7]=[CH:6][C:5]([C:8]2[CH:9]=[C:10]([C:11]([F:14])([F:13])[F:12])[N:20]3[N:21]=[CH:22][CH:23]=[C:19]3[N:18]=2)=[CH:4][C:3]=1[CH3:17]. The catalyst class is: 15. (4) Reactant: C[O:2][C:3]1[CH:12]=[CH:11][C:6]([C:7]([O:9]C)=O)=[CH:5][CH:4]=1.C[O:14][C:15]1[CH:20]=[CH:19][C:18]([CH2:21][C:22]#[N:23])=[CH:17][CH:16]=1.[Li+].CC([N-]C(C)C)C. Product: [NH2:23][C:22]1[C:5]2[C:6](=[CH:11][CH:12]=[C:3]([OH:2])[CH:4]=2)[C:7](=[O:9])[C:21]=1[C:18]1[CH:19]=[CH:20][C:15]([OH:14])=[CH:16][CH:17]=1. The catalyst class is: 1. (5) Reactant: [Cl-].[Na+].[F:3][C:4]1[C:5]([C:10]2[CH:11]=[C:12]([CH:16]=[C:17]([C:19]3[CH:24]=[CH:23][C:22]([CH3:25])=[CH:21][N:20]=3)[CH:18]=2)[C:13]([OH:15])=O)=[N:6][CH:7]=[CH:8][CH:9]=1.Cl.[F:27][C:28]1[CH:29]=[CH:30][C:31]([C@H:34]([NH2:36])[CH3:35])=[N:32][CH:33]=1.C(Cl)CCl.C1C=CC2N(O)N=NC=2C=1.C(N(CC)CC)C. Product: [F:3][C:4]1[C:5]([C:10]2[CH:11]=[C:12]([CH:16]=[C:17]([C:19]3[CH:24]=[CH:23][C:22]([CH3:25])=[CH:21][N:20]=3)[CH:18]=2)[C:13]([NH:36][C@@H:34]([C:31]2[CH:30]=[CH:29][C:28]([F:27])=[CH:33][N:32]=2)[CH3:35])=[O:15])=[N:6][CH:7]=[CH:8][CH:9]=1. The catalyst class is: 9. (6) Reactant: [NH:1]1[C:11]2[C:6](=[CH:7][CH:8]=[CH:9][CH:10]=2)[C:4](=[O:5])[C:2]1=[O:3].Br[CH2:13][C:14]1[O:15][C:16]([C:19]([F:22])([F:21])[F:20])=[CH:17][CH:18]=1.C(=O)([O-])[O-].[K+].[K+]. Product: [F:20][C:19]([F:22])([F:21])[C:16]1[O:15][C:14]([CH2:13][N:1]2[C:11]3[C:6](=[CH:7][CH:8]=[CH:9][CH:10]=3)[C:4](=[O:5])[C:2]2=[O:3])=[CH:18][CH:17]=1. The catalyst class is: 9. (7) Reactant: [NH2:1][C:2]1[N:7]=[C:6]([C:8]2[O:9][CH:10]=[CH:11][CH:12]=2)[C:5]([C:13]#[N:14])=[C:4](S(C)=O)[N:3]=1.[O:18]([CH2:25][CH2:26][NH2:27])[C:19]1[CH:24]=[CH:23][CH:22]=[CH:21][CH:20]=1. Product: [NH2:1][C:2]1[N:7]=[C:6]([C:8]2[O:9][CH:10]=[CH:11][CH:12]=2)[C:5]([C:13]#[N:14])=[C:4]([NH:27][CH2:26][CH2:25][O:18][C:19]2[CH:24]=[CH:23][CH:22]=[CH:21][CH:20]=2)[N:3]=1. The catalyst class is: 57. (8) Product: [NH2:16][S:17]([NH:20][C:21]1[CH:22]=[C:23]([CH:45]=[CH:46][CH:47]=1)[CH2:24][C:25]1[C:26](=[O:44])[O:27][C:28]2[CH:36]=[C:35]([O:37][C:38](=[O:42])[N:39]([CH3:40])[CH3:41])[C:34]([Cl:43])=[CH:33][C:29]=2[C:30]=1[CH2:31][F:32])(=[O:18])=[O:19]. Reactant: FC(F)(F)C(O)=O.C(OC(O[NH:16][S:17]([NH:20][C:21]1[CH:22]=[C:23]([CH:45]=[CH:46][CH:47]=1)[CH2:24][C:25]1[C:26](=[O:44])[O:27][C:28]2[CH:36]=[C:35]([O:37][C:38](=[O:42])[N:39]([CH3:41])[CH3:40])[C:34]([Cl:43])=[CH:33][C:29]=2[C:30]=1[CH2:31][F:32])(=[O:19])=[O:18])=O)(C)(C)C.C(=O)([O-])O.[Na+]. The catalyst class is: 4.